Predict the product of the given reaction. From a dataset of Forward reaction prediction with 1.9M reactions from USPTO patents (1976-2016). (1) Given the reactants [CH2:1]([NH:3][C:4]([NH:6][C:7]1[N:12]=[CH:11][C:10]([C:13]2[CH:14]=[N:15][CH:16]=[C:17]([C:19]([O:21]CC)=O)[CH:18]=2)=[C:9]([C:24]2[S:25][CH:26]=[C:27]([C:29]([F:32])([F:31])[F:30])[N:28]=2)[CH:8]=1)=[O:5])[CH3:2].O.[NH2:34][NH2:35], predict the reaction product. The product is: [CH2:1]([NH:3][C:4]([NH:6][C:7]1[N:12]=[CH:11][C:10]([C:13]2[CH:14]=[N:15][CH:16]=[C:17]([C:19]([NH:34][NH2:35])=[O:21])[CH:18]=2)=[C:9]([C:24]2[S:25][CH:26]=[C:27]([C:29]([F:31])([F:32])[F:30])[N:28]=2)[CH:8]=1)=[O:5])[CH3:2]. (2) Given the reactants [N:1]1([CH2:6][CH2:7][O:8][C:9]2[CH:14]=[CH:13][C:12]([NH:15][CH2:16][C:17]3[CH:22]=[CH:21][CH:20]=[C:19]([O:23][CH:24]4[CH2:29][CH2:28][CH2:27][CH2:26][O:25]4)[CH:18]=3)=[CH:11][CH:10]=2)[CH2:5][CH2:4][CH2:3][CH2:2]1.C(N(CC)CC)C.[Cl:37][C:38]1[CH:46]=[C:45]([Cl:47])[CH:44]=[C:43]([Cl:48])[C:39]=1[C:40](Cl)=[O:41], predict the reaction product. The product is: [Cl:37][C:38]1[CH:46]=[C:45]([Cl:47])[CH:44]=[C:43]([Cl:48])[C:39]=1[C:40]([N:15]([C:12]1[CH:13]=[CH:14][C:9]([O:8][CH2:7][CH2:6][N:1]2[CH2:2][CH2:3][CH2:4][CH2:5]2)=[CH:10][CH:11]=1)[CH2:16][C:17]1[CH:22]=[CH:21][CH:20]=[C:19]([O:23][CH:24]2[CH2:29][CH2:28][CH2:27][CH2:26][O:25]2)[CH:18]=1)=[O:41]. (3) Given the reactants [C:1]1([S:7]([N:10]2[CH2:14][CH:13]([C:15]3[CH:20]=[CH:19][CH:18]=[C:17](Br)[CH:16]=3)[N:12]([C:22]3[CH:27]=[CH:26][CH:25]=[CH:24][CH:23]=3)[C:11]2=[O:28])(=[O:9])=[O:8])[CH:6]=[CH:5][CH:4]=[CH:3][CH:2]=1.[C:29]([CH2:32][CH2:33][C:34]1[CH:39]=[CH:38][C:37](B(O)O)=[CH:36][CH:35]=1)([OH:31])=[O:30].C(=O)([O-])[O-].[Na+].[Na+], predict the reaction product. The product is: [C:1]1([S:7]([N:10]2[CH2:14][CH:13]([C:15]3[CH:16]=[C:17]([C:37]4[CH:38]=[CH:39][C:34]([CH2:33][CH2:32][C:29]([OH:31])=[O:30])=[CH:35][CH:36]=4)[CH:18]=[CH:19][CH:20]=3)[N:12]([C:22]3[CH:27]=[CH:26][CH:25]=[CH:24][CH:23]=3)[C:11]2=[O:28])(=[O:9])=[O:8])[CH:6]=[CH:5][CH:4]=[CH:3][CH:2]=1. (4) Given the reactants [C:1]([C:5]1[O:9][N:8]=[C:7]([NH:10][C:11]([C:13]([S:16][C:17](=O)[CH3:18])([CH3:15])[CH3:14])=[O:12])[CH:6]=1)([CH3:4])([CH3:3])[CH3:2].BrC[CH:22]1[CH2:26][CH2:25]C[O:23]1.[O-]CC.[Na+], predict the reaction product. The product is: [C:1]([C:5]1[O:9][N:8]=[C:7]([NH:10][C:11](=[O:12])[C:13]([CH3:15])([S:16][CH2:17][CH:18]2[CH2:25][CH2:26][CH2:22][O:23]2)[CH3:14])[CH:6]=1)([CH3:4])([CH3:3])[CH3:2]. (5) Given the reactants [CH3:1][O:2][C:3](=[O:30])[CH2:4][C:5]1[CH:6]=[C:7]([C:13]2[CH:18]=[CH:17][C:16]([C:19]([F:22])([F:21])[F:20])=[CH:15][C:14]=2[CH2:23][NH:24][CH2:25][C:26]([F:29])([F:28])[F:27])[C:8]([O:11][CH3:12])=[CH:9][CH:10]=1.[C:31](Cl)(=[O:33])[CH3:32], predict the reaction product. The product is: [CH3:1][O:2][C:3](=[O:30])[CH2:4][C:5]1[CH:6]=[C:7]([C:13]2[CH:18]=[CH:17][C:16]([C:19]([F:20])([F:21])[F:22])=[CH:15][C:14]=2[CH2:23][N:24]([C:31](=[O:33])[CH3:32])[CH2:25][C:26]([F:29])([F:28])[F:27])[C:8]([O:11][CH3:12])=[CH:9][CH:10]=1. (6) Given the reactants [Cl:1][C:2]1[CH:3]=[C:4]([CH2:23][C:24](O)=[O:25])[CH:5]=[C:6]([O:8][C:9]2[CH:14]=[CH:13][C:12]([S:15]([CH3:18])(=[O:17])=[O:16])=[CH:11][C:10]=2[C:19]([F:22])([F:21])[F:20])[CH:7]=1.[F:27][C:28]([F:34])([F:33])[S:29]([NH2:32])(=[O:31])=[O:30].CCN(C(C)C)C(C)C.CN(C(ON1N=NC2C=CC=NC1=2)=[N+](C)C)C.F[P-](F)(F)(F)(F)F, predict the reaction product. The product is: [Cl:1][C:2]1[CH:3]=[C:4]([CH2:23][C:24]([NH:32][S:29]([C:28]([F:34])([F:33])[F:27])(=[O:31])=[O:30])=[O:25])[CH:5]=[C:6]([O:8][C:9]2[CH:14]=[CH:13][C:12]([S:15]([CH3:18])(=[O:17])=[O:16])=[CH:11][C:10]=2[C:19]([F:21])([F:20])[F:22])[CH:7]=1. (7) Given the reactants [OH-].[Na+].Br[CH2:4][CH2:5][C:6]([C:8]1[CH:13]=[CH:12][C:11]([OH:14])=[CH:10][C:9]=1[OH:15])=[O:7].S(=O)(=O)(O)O, predict the reaction product. The product is: [OH:14][C:11]1[CH:10]=[C:9]2[C:8]([C:6](=[O:7])[CH2:5][CH2:4][O:15]2)=[CH:13][CH:12]=1.